Predict the product of the given reaction. From a dataset of Forward reaction prediction with 1.9M reactions from USPTO patents (1976-2016). (1) Given the reactants [N+:1]([C:4]1[CH:5]=[C:6]([C:13]([N:15]2[CH2:20][CH2:19][N:18]([CH2:21][CH2:22][N:23]3[CH2:28][CH2:27][O:26][CH2:25][CH2:24]3)[CH2:17][CH2:16]2)=[O:14])[CH:7]=[CH:8][C:9]=1[N+:10]([O-])=O)([O-])=O, predict the reaction product. The product is: [NH2:1][C:4]1[CH:5]=[C:6]([C:13]([N:15]2[CH2:20][CH2:19][N:18]([CH2:21][CH2:22][N:23]3[CH2:24][CH2:25][O:26][CH2:27][CH2:28]3)[CH2:17][CH2:16]2)=[O:14])[CH:7]=[CH:8][C:9]=1[NH2:10]. (2) Given the reactants [Cl:1][C:2]1[C:3]2[C:10]3[CH2:11][CH2:12][CH:13]([C:15]([OH:17])=O)[CH2:14][C:9]=3[S:8][C:4]=2[N:5]=[CH:6][N:7]=1.[CH2:18]1[C:20]2([CH2:24][CH2:23][NH:22][CH2:21]2)[CH2:19]1, predict the reaction product. The product is: [CH2:19]1[C:20]2([CH2:24][CH2:23][N:22]([C:15]([CH:13]3[CH2:12][CH2:11][C:10]4[C:3]5[C:2]([Cl:1])=[N:7][CH:6]=[N:5][C:4]=5[S:8][C:9]=4[CH2:14]3)=[O:17])[CH2:21]2)[CH2:18]1. (3) Given the reactants Br[C:2]1[CH:7]=[CH:6][C:5]([O:8][CH3:9])=[CH:4][CH:3]=1.C([Li])CCC.CCCCCC.[CH2:21]([O:28][C:29]1[C:34]([CH:35]=[O:36])=[CH:33][CH:32]=[CH:31][N:30]=1)[C:22]1[CH:27]=[CH:26][CH:25]=[CH:24][CH:23]=1.C(OC1C(C(C2C=CC(CC)=CC=2)O)=CC=C(C)N=1)C1C=CC=CC=1, predict the reaction product. The product is: [CH2:21]([O:28][C:29]1[C:34]([CH:35]([C:2]2[CH:7]=[CH:6][C:5]([O:8][CH3:9])=[CH:4][CH:3]=2)[OH:36])=[CH:33][CH:32]=[CH:31][N:30]=1)[C:22]1[CH:23]=[CH:24][CH:25]=[CH:26][CH:27]=1.